Dataset: Reaction yield outcomes from USPTO patents with 853,638 reactions. Task: Predict the reaction yield, written as a fraction of the theoretical maximum amount of product (1.0 means a 100% yield; for example, 0.34 means a 34% yield). (1) The reactants are [Br:1][C:2]1[C:7]([OH:8])=[CH:6][CH:5]=[C:4]([Br:9])[N:3]=1.[CH2:10](O)[CH2:11][CH:12]=[CH2:13].C1C=CC(P(C2C=CC=CC=2)C2C=CC=CC=2)=CC=1.CC(OC(/N=N/C(OC(C)C)=O)=O)C. The catalyst is C1COCC1.C(OCC)(=O)C. The product is [Br:1][C:2]1[C:7]([O:8][CH2:13][CH2:12][CH:11]=[CH2:10])=[CH:6][CH:5]=[C:4]([Br:9])[N:3]=1. The yield is 0.850. (2) The reactants are Br[C:2]1[CH:7]=[C:6]([C:8]2[C:9]([C:14]3[CH:19]=[CH:18][CH:17]=[CH:16][CH:15]=3)=[N:10][O:11][C:12]=2[CH3:13])[CH:5]=[CH:4][N:3]=1.[NH2:20][C:21]1[CH:26]=[CH:25][CH:24]=[CH:23][CH:22]=1.C1C=CC(P(C2C(C3C(P(C4C=CC=CC=4)C4C=CC=CC=4)=CC=C4C=3C=CC=C4)=C3C(C=CC=C3)=CC=2)C2C=CC=CC=2)=CC=1.CC([O-])(C)C.[Na+]. The catalyst is C1(C)C=CC=CC=1.C1C=CC(/C=C/C(/C=C/C2C=CC=CC=2)=O)=CC=1.C1C=CC(/C=C/C(/C=C/C2C=CC=CC=2)=O)=CC=1.C1C=CC(/C=C/C(/C=C/C2C=CC=CC=2)=O)=CC=1.[Pd].[Pd].CCOC(C)=O.C(Cl)Cl. The product is [CH3:13][C:12]1[O:11][N:10]=[C:9]([C:14]2[CH:19]=[CH:18][CH:17]=[CH:16][CH:15]=2)[C:8]=1[C:6]1[CH:5]=[CH:4][N:3]=[C:2]([NH:20][C:21]2[CH:26]=[CH:25][CH:24]=[CH:23][CH:22]=2)[CH:7]=1. The yield is 0.610. (3) The reactants are Cl[CH2:2][C:3]1[C:4]([S:10][CH:11]([CH3:13])[CH3:12])=[N:5][CH:6]=[C:7]([CH3:9])[CH:8]=1.C[O:15][C:16](=[O:26])[CH2:17][CH2:18][C:19]1[CH:24]=[CH:23][C:22]([OH:25])=[CH:21][CH:20]=1. No catalyst specified. The product is [CH:11]([S:10][C:4]1[C:3]([CH2:2][O:25][C:22]2[CH:21]=[CH:20][C:19]([CH2:18][CH2:17][C:16]([OH:26])=[O:15])=[CH:24][CH:23]=2)=[CH:8][C:7]([CH3:9])=[CH:6][N:5]=1)([CH3:13])[CH3:12]. The yield is 0.550.